From a dataset of Full USPTO retrosynthesis dataset with 1.9M reactions from patents (1976-2016). Predict the reactants needed to synthesize the given product. (1) Given the product [NH2:11][C:9]1[CH:8]=[CH:7][C:3]([C:4]([OH:6])=[O:5])=[C:2]([CH3:1])[CH:10]=1, predict the reactants needed to synthesize it. The reactants are: [CH3:1][C:2]1[CH:10]=[C:9]([N+:11]([O-])=O)[CH:8]=[CH:7][C:3]=1[C:4]([OH:6])=[O:5]. (2) Given the product [Br:1][C:2]1[C:10]([O:11][C:12]2[CH:17]=[CH:16][C:15]([F:18])=[CH:14][C:13]=2[F:19])=[CH:9][C:5]([C:6]#[N:8])=[C:4]([NH:20][S:21]([CH2:24][CH3:25])(=[O:23])=[O:22])[CH:3]=1, predict the reactants needed to synthesize it. The reactants are: [Br:1][C:2]1[C:10]([O:11][C:12]2[CH:17]=[CH:16][C:15]([F:18])=[CH:14][C:13]=2[F:19])=[CH:9][C:5]([C:6]([NH2:8])=O)=[C:4]([NH:20][S:21]([CH2:24][CH3:25])(=[O:23])=[O:22])[CH:3]=1.O1CCOCC1.N1C=CC=CC=1.FC(F)(F)C(OC(=O)C(F)(F)F)=O. (3) Given the product [CH3:28][O:27][C:25]1[C:24]([N+:29]([O-:31])=[O:30])=[C:23]([O:32][CH3:33])[N:22]=[C:21]([NH:11][CH2:10][CH2:9][N:7]([CH3:8])[C:6](=[O:12])[O:5][C:1]([CH3:4])([CH3:2])[CH3:3])[N:26]=1, predict the reactants needed to synthesize it. The reactants are: [C:1]([O:5][C:6](=[O:12])[N:7]([CH2:9][CH2:10][NH2:11])[CH3:8])([CH3:4])([CH3:3])[CH3:2].C(N(CC)CC)C.Cl[C:21]1[N:26]=[C:25]([O:27][CH3:28])[C:24]([N+:29]([O-:31])=[O:30])=[C:23]([O:32][CH3:33])[N:22]=1. (4) Given the product [NH2:1][C:2]1[C:7]([O:8][CH2:9][CH:10]2[CH2:11][CH2:12][N:13]([C:16]3[N:21]=[C:20]([Cl:22])[N:19]=[C:18]([C:23]([NH:37][CH2:35][CH3:36])=[O:25])[CH:17]=3)[CH2:14][CH2:15]2)=[CH:6][C:5]([C:27]2[N:28]=[N:29][N:30]([CH3:33])[C:31]=2[CH3:32])=[CH:4][N:3]=1, predict the reactants needed to synthesize it. The reactants are: [NH2:1][C:2]1[C:7]([O:8][CH2:9][CH:10]2[CH2:15][CH2:14][N:13]([C:16]3[N:21]=[C:20]([Cl:22])[N:19]=[C:18]([C:23]([O:25]C)=O)[CH:17]=3)[CH2:12][CH2:11]2)=[CH:6][C:5]([C:27]2[N:28]=[N:29][N:30]([CH3:33])[C:31]=2[CH3:32])=[CH:4][N:3]=1.Cl.[CH2:35]([NH2:37])[CH3:36]. (5) The reactants are: [OH:1][C:2]1[C:27]([O:28][CH3:29])=[CH:26][C:5]2[C:6]3[N:11]([CH:12]([C:14]([CH3:19])([CH3:18])[CH2:15][O:16][CH3:17])[CH2:13][C:4]=2[CH:3]=1)[CH:10]=[C:9]([C:20]([O:22][CH2:23][CH3:24])=[O:21])[C:8](=[O:25])[CH:7]=3.C(=O)([O-])[O-].[K+].[K+].CC1C=CC(S(O[CH2:47][CH2:48][CH2:49][N:50]2[CH2:54][CH2:53][CH2:52][C:51]2=[O:55])(=O)=O)=CC=1.O. Given the product [CH3:29][O:28][C:27]1[C:2]([O:1][CH2:47][CH2:48][CH2:49][N:50]2[CH2:54][CH2:53][CH2:52][C:51]2=[O:55])=[CH:3][C:4]2[CH2:13][CH:12]([C:14]([CH3:18])([CH3:19])[CH2:15][O:16][CH3:17])[N:11]3[C:6](=[CH:7][C:8](=[O:25])[C:9]([C:20]([O:22][CH2:23][CH3:24])=[O:21])=[CH:10]3)[C:5]=2[CH:26]=1, predict the reactants needed to synthesize it. (6) The reactants are: CC[C@@H]1[C@@H]2C[C@H]([C@@H](OC3C4C(=CC=CC=4)C(O[C@@H](C4C=CN=C5C=4C=C(OC)C=C5)[C@@H]4N5C[C@H](CC)[C@@H](CC5)C4)=NN=3)C3C=CN=C4C=3C=C([O:22]C)C=C4)N(CC2)C1.CS(N)(=O)=O.[CH2:64]([N:71]1[CH2:76][CH:75]=[C:74]([C:77]([F:80])([F:79])[F:78])[CH2:73][CH2:72]1)[C:65]1[CH:70]=[CH:69][CH:68]=[CH:67][CH:66]=1.C(O)(C)(C)C.[OH2:86]. Given the product [CH2:64]([N:71]1[CH2:72][CH2:73][C@@:74]([C:77]([F:80])([F:78])[F:79])([OH:86])[C@@H:75]([OH:22])[CH2:76]1)[C:65]1[CH:66]=[CH:67][CH:68]=[CH:69][CH:70]=1, predict the reactants needed to synthesize it. (7) Given the product [NH2:72][C:70]1[CH:69]=[CH:68][C:45]([O:46][C:47]2[C:52]3=[C:53]([CH3:67])[C:54]([C:56]([NH:58][CH2:59][CH2:60][N:61]4[CH2:66][CH2:65][O:64][CH2:63][CH2:62]4)=[O:57])=[CH:55][N:51]3[N:50]=[CH:49][N:48]=2)=[C:44]([F:43])[CH:71]=1, predict the reactants needed to synthesize it. The reactants are: Cl.FC1C=C(C(C(NC2C=CC(F)=CC=2)=O)C(N)=O)C=CC=1OC1C2=C(C)C(OCCN3CCOCC3)=CN2N=CN=1.[F:43][C:44]1[CH:71]=[C:70]([N+:72]([O-])=O)[CH:69]=[CH:68][C:45]=1[O:46][C:47]1[C:52]2=[C:53]([CH3:67])[C:54]([C:56]([NH:58][CH2:59][CH2:60][N:61]3[CH2:66][CH2:65][O:64][CH2:63][CH2:62]3)=[O:57])=[CH:55][N:51]2[N:50]=[CH:49][N:48]=1. (8) Given the product [N:1]1[N:2]([C:10]2[CH:15]=[C:14]([CH3:16])[CH:13]=[C:12]([CH2:17][O:23][CH2:22][CH:21]([CH3:20])[CH2:24][CH2:25][C:26]([CH3:29])([CH3:28])[CH3:27])[C:11]=2[OH:19])[N:3]=[C:4]2[CH:9]=[CH:8][CH:7]=[CH:6][C:5]=12, predict the reactants needed to synthesize it. The reactants are: [N:1]1[N:2]([C:10]2[CH:15]=[C:14]([CH3:16])[CH:13]=[C:12]([CH2:17]Cl)[C:11]=2[OH:19])[N:3]=[C:4]2[CH:9]=[CH:8][CH:7]=[CH:6][C:5]=12.[CH3:20][CH:21]([CH2:24][CH2:25][C:26]([CH3:29])([CH3:28])[CH3:27])[CH2:22][OH:23].[H-].[Na+]. (9) The reactants are: C(OC(N1CCC2(CC(=O)C3C(=CC=C(Br)C=3)O2)CC1)=O)(C)(C)C.C(O[K])(C)=O.[C:30]([O:34][C:35](=[O:43])[C:36]1[CH:41]=[C:40](Br)[CH:39]=[N:38][CH:37]=1)([CH3:33])([CH3:32])[CH3:31].C([O-])([O-])=O.[Na+].[Na+]. Given the product [C:30]([O:34][C:35](=[O:43])[C:36]1[CH:41]=[CH:40][CH:39]=[N:38][CH:37]=1)([CH3:33])([CH3:31])[CH3:32], predict the reactants needed to synthesize it.